Dataset: Forward reaction prediction with 1.9M reactions from USPTO patents (1976-2016). Task: Predict the product of the given reaction. (1) Given the reactants [CH:1]1([OH:6])[CH2:5][CH2:4][CH2:3][CH2:2]1.[H-].[Na+].[Cl:9][C:10]1[CH:15]=[C:14](Cl)[N:13]=[CH:12][N:11]=1.[Cl-].[NH4+], predict the reaction product. The product is: [Cl:9][C:10]1[CH:15]=[C:14]([O:6][CH:1]2[CH2:5][CH2:4][CH2:3][CH2:2]2)[N:13]=[CH:12][N:11]=1. (2) Given the reactants C1CC(C(O)=O)NCC1.C(C1C=CN=CC=1)CC.C(C1C=C[N+]([O-])=CC=1)CC.OO.C(C1C=C(CCC)C=CN=1)#N.[CH2:42]([C:45]1[CH:50]=[CH:49][N:48]=[C:47]([C:51](=O)[CH2:52][CH2:53][CH2:54]C)[CH:46]=1)[CH2:43][CH3:44].C([Mg]I)CCC, predict the reaction product. The product is: [CH2:42]([C:45]1[CH:50]=[CH:49][N:48]=[C:47]([CH2:51][CH2:52][CH2:53][CH3:54])[CH:46]=1)[CH2:43][CH3:44].